From a dataset of Full USPTO retrosynthesis dataset with 1.9M reactions from patents (1976-2016). Predict the reactants needed to synthesize the given product. The reactants are: [CH2:1]([O:3][C:4](=[O:21])[C:5]1[CH:10]=[C:9]([OH:11])[CH:8]=[C:7]([O:12][C:13]2[CH:18]=[CH:17][C:16]([C:19]#[N:20])=[CH:15][CH:14]=2)[CH:6]=1)[CH3:2].C(=O)([O-])[O-].[K+].[K+].[Cl:28][C:29]1[CH:30]=[C:31]([CH:34]=[CH:35][C:36]=1F)[C:32]#[N:33]. Given the product [CH2:1]([O:3][C:4](=[O:21])[C:5]1[CH:6]=[C:7]([O:12][C:13]2[CH:18]=[CH:17][C:16]([C:19]#[N:20])=[CH:15][CH:14]=2)[CH:8]=[C:9]([O:11][C:36]2[CH:35]=[CH:34][C:31]([C:32]#[N:33])=[CH:30][C:29]=2[Cl:28])[CH:10]=1)[CH3:2], predict the reactants needed to synthesize it.